This data is from Forward reaction prediction with 1.9M reactions from USPTO patents (1976-2016). The task is: Predict the product of the given reaction. (1) Given the reactants [CH2:1]([O:3][C:4]([C:6]1[S:10][C:9]([NH:11][C:12](=[O:17])[C:13]([NH2:16])([CH3:15])[CH3:14])=[N:8][C:7]=1[C:18]1[CH:23]=[CH:22][CH:21]=[CH:20][CH:19]=1)=[O:5])[CH3:2].C(N(CC)CC)C.[F:31][C:32]1[CH:40]=[CH:39][C:35]([C:36](Cl)=[O:37])=[CH:34][CH:33]=1, predict the reaction product. The product is: [CH2:1]([O:3][C:4]([C:6]1[S:10][C:9]([NH:11][C:12](=[O:17])[C:13]([NH:16][C:36](=[O:37])[C:35]2[CH:39]=[CH:40][C:32]([F:31])=[CH:33][CH:34]=2)([CH3:15])[CH3:14])=[N:8][C:7]=1[C:18]1[CH:23]=[CH:22][CH:21]=[CH:20][CH:19]=1)=[O:5])[CH3:2]. (2) Given the reactants [CH3:1][O:2][C:3](=[O:66])[C@@H:4]([NH:20][C:21]([CH:23]1[CH2:32][C:31]2[CH:30]=[C:29]3[O:33][CH2:34][C@H:35]([C:37]4[CH:42]=[CH:41][C:40]([O:43][CH2:44][C:45]5[CH:50]=[CH:49][C:48]([Cl:51])=[C:47]([Cl:52])[CH:46]=5)=[CH:39][CH:38]=4)[O:36][C:28]3=[CH:27][C:26]=2[CH2:25][N:24]1[S:53]([C:56]1[S:60][C:59]([NH:61][C:62](=[O:64])[CH3:63])=[N:58][C:57]=1[CH3:65])(=[O:55])=[O:54])=[O:22])[CH2:5][C:6]1[CH:11]=[CH:10][C:9]([C:12]2[CH:17]=[CH:16][C:15]([C:18]#[N:19])=[CH:14][CH:13]=2)=[CH:8][CH:7]=1.Br[CH2:68][CH:69]1[CH2:72][CH2:71][CH2:70]1.C([O-])([O-])=O.[K+].[K+], predict the reaction product. The product is: [CH3:1][O:2][C:3](=[O:66])[C@@H:4]([NH:20][C:21]([CH:23]1[CH2:32][C:31]2[CH:30]=[C:29]3[O:33][CH2:34][C@H:35]([C:37]4[CH:38]=[CH:39][C:40]([O:43][CH2:44][C:45]5[CH:50]=[CH:49][C:48]([Cl:51])=[C:47]([Cl:52])[CH:46]=5)=[CH:41][CH:42]=4)[O:36][C:28]3=[CH:27][C:26]=2[CH2:25][N:24]1[S:53]([C:56]1[S:60][C:59]([N:61]([C:62](=[O:64])[CH3:63])[CH2:68][CH:69]2[CH2:72][CH2:71][CH2:70]2)=[N:58][C:57]=1[CH3:65])(=[O:55])=[O:54])=[O:22])[CH2:5][C:6]1[CH:7]=[CH:8][C:9]([C:12]2[CH:17]=[CH:16][C:15]([C:18]#[N:19])=[CH:14][CH:13]=2)=[CH:10][CH:11]=1.